The task is: Predict the reactants needed to synthesize the given product.. This data is from Full USPTO retrosynthesis dataset with 1.9M reactions from patents (1976-2016). (1) Given the product [ClH:35].[CH3:1][C@H:2]1[NH:7][C@@H:6]([CH3:8])[CH2:5][N:4]([CH2:9][C:10]2[CH:14]=[CH:13][N:12]([C:15]3[C:16]([N:21]4[CH2:22][CH2:23][CH:24]([NH:27][C:28]5[CH:33]=[CH:32][C:31]([F:34])=[CH:30][CH:29]=5)[CH2:25][CH2:26]4)=[N:17][CH:18]=[CH:19][CH:20]=3)[N:11]=2)[CH2:3]1, predict the reactants needed to synthesize it. The reactants are: [CH3:1][C@H:2]1[NH:7][C@@H:6]([CH3:8])[CH2:5][N:4]([CH2:9][C:10]2[CH:14]=[CH:13][N:12]([C:15]3[C:16]([N:21]4[CH2:26][CH2:25][CH:24]([NH:27][C:28]5[CH:33]=[CH:32][C:31]([F:34])=[CH:30][CH:29]=5)[CH2:23][CH2:22]4)=[N:17][CH:18]=[CH:19][CH:20]=3)[N:11]=2)[CH2:3]1.[ClH:35].C(OCC)C. (2) Given the product [CH3:8][C:9]1([CH3:35])[CH2:10][CH:11]([CH2:14][N:15]2[C:23]3[C:18](=[CH:19][C:20]([C:24]4[CH:25]=[N:26][N:27]([CH:29]5[CH2:34][CH2:33][CH2:32][CH2:31][O:30]5)[CH:28]=4)=[CH:21][CH:22]=3)[CH:17]=[N:16]2)[CH2:12][N:13]1[C:44](=[O:45])[CH2:43][CH2:42][C:36]1[CH:41]=[CH:40][CH:39]=[CH:38][CH:37]=1, predict the reactants needed to synthesize it. The reactants are: C(N(CC)CC)C.[CH3:8][C:9]1([CH3:35])[NH:13][CH2:12][CH:11]([CH2:14][N:15]2[C:23]3[C:18](=[CH:19][C:20]([C:24]4[CH:25]=[N:26][N:27]([CH:29]5[CH2:34][CH2:33][CH2:32][CH2:31][O:30]5)[CH:28]=4)=[CH:21][CH:22]=3)[CH:17]=[N:16]2)[CH2:10]1.[C:36]1([CH2:42][CH2:43][C:44](Cl)=[O:45])[CH:41]=[CH:40][CH:39]=[CH:38][CH:37]=1.C(=O)(O)[O-].[Na+]. (3) Given the product [Cl:1][C:2]1[CH:3]=[CH:4][C:5]2[N:11]([CH2:12][C:13]([CH3:17])([CH3:16])[CH2:14][OH:15])[C:10](=[O:18])[C@@H:9]([CH2:19][C:20]([NH:22][CH2:23][C:24]3[CH:33]=[CH:32][C:27]([C:28]([OH:30])=[O:29])=[CH:26][CH:25]=3)=[O:21])[O:8][C@H:7]([C:34]3[CH:39]=[CH:38][CH:37]=[C:36]([O:40][CH3:41])[C:35]=3[O:42][CH3:43])[C:6]=2[CH:44]=1, predict the reactants needed to synthesize it. The reactants are: [Cl:1][C:2]1[CH:3]=[CH:4][C:5]2[N:11]([CH2:12][C:13]([CH3:17])([CH3:16])[CH2:14][OH:15])[C:10](=[O:18])[C@@H:9]([CH2:19][C:20]([NH:22][CH2:23][C:24]3[CH:33]=[CH:32][C:27]([C:28]([O:30]C)=[O:29])=[CH:26][CH:25]=3)=[O:21])[O:8][C@H:7]([C:34]3[CH:39]=[CH:38][CH:37]=[C:36]([O:40][CH3:41])[C:35]=3[O:42][CH3:43])[C:6]=2[CH:44]=1.[OH-].[Na+].C(O)C. (4) Given the product [Cl:32][C:33]1[CH:38]=[C:37]([F:39])[CH:36]=[CH:35][C:34]=1[C@H:40]([N:42]1[CH2:47][CH2:46][CH2:45][C@@H:44]([O:48][C:49]2[C:58]([CH:59]3[CH2:61][CH2:60]3)=[CH:57][C:52]([C:53]([OH:55])=[O:54])=[C:51]([F:62])[CH:50]=2)[CH2:43]1)[CH3:41], predict the reactants needed to synthesize it. The reactants are: C1(C2C(O[C@@H]3CCCN([C@H](C4C=C(Cl)C=C(Cl)C=4)C)C3)=CC(F)=C(C=2)C(OC)=O)CC1.[Cl:32][C:33]1[CH:38]=[C:37]([F:39])[CH:36]=[CH:35][C:34]=1[C@H:40]([N:42]1[CH2:47][CH2:46][CH2:45][C@@H:44]([O:48][C:49]2[C:58]([CH:59]3[CH2:61][CH2:60]3)=[CH:57][C:52]([C:53]([O:55]C)=[O:54])=[C:51]([F:62])[CH:50]=2)[CH2:43]1)[CH3:41]. (5) Given the product [CH3:26][C:22]1[CH:23]=[CH:24][CH:25]=[C:20]([CH3:19])[C:21]=1[C:27]1[CH:28]=[CH:29][C:30]([C:6]([N:8]2[CH2:12][C:11](=[N:13][O:14][CH3:15])[CH2:10][C@H:9]2[C:16]([NH:36][CH2:37][CH:38]([OH:39])[C:40]2[CH:45]=[CH:44][C:43]([OH:46])=[CH:42][CH:41]=2)=[O:18])=[O:7])=[CH:31][CH:32]=1, predict the reactants needed to synthesize it. The reactants are: C(O[C:6]([N:8]1[CH2:12][C:11](=[N:13][O:14][CH3:15])[CH2:10][C@H:9]1[C:16]([OH:18])=O)=[O:7])(C)(C)C.[CH3:19][C:20]1[CH:25]=[CH:24][CH:23]=[C:22]([CH3:26])[C:21]=1[C:27]1[CH:32]=[CH:31][C:30](C(O)=O)=[CH:29][CH:28]=1.[NH2:36][CH2:37][CH:38]([C:40]1[CH:45]=[CH:44][C:43]([OH:46])=[CH:42][CH:41]=1)[OH:39].